From a dataset of Choline transporter screen with 302,306 compounds. Binary Classification. Given a drug SMILES string, predict its activity (active/inactive) in a high-throughput screening assay against a specified biological target. (1) The compound is s1c(c2nc(sc2)NCc2occc2)c(nc1NC(=O)c1ccccc1)C. The result is 0 (inactive). (2) The molecule is S(=O)(=O)(NCCC(=O)NNC(=O)C1Oc2c(OC1)cccc2)c1c(cccc1)C(F)(F)F. The result is 0 (inactive). (3) The compound is O=C(N1CCN(CC1)c1ccccc1)CS(=O)Cc1nc(oc1C)c1ccc(cc1)C. The result is 0 (inactive). (4) The result is 0 (inactive). The molecule is s1c(nc2c1cccc2)c1cc(NC(=O)c2sccc2)ccc1.